Dataset: Reaction yield outcomes from USPTO patents with 853,638 reactions. Task: Predict the reaction yield, written as a fraction of the theoretical maximum amount of product (1.0 means a 100% yield; for example, 0.34 means a 34% yield). (1) The reactants are [Cl:1][C:2]1[CH:3]=[C:4]([C:8]2[C:13]([O:14][CH3:15])=[CH:12][CH:11]=[C:10]([C:16]([C:18]3[CH:23]=[CH:22][C:21]([N:24]4[CH:28]=[N:27][N:26]=[N:25]4)=[CH:20][CH:19]=3)=O)[C:9]=2[F:29])[CH:5]=[CH:6][CH:7]=1.C([SiH](CC)CC)C.[OH-].[NH4+]. The catalyst is C(O)(C(F)(F)F)=O.O. The product is [Cl:1][C:2]1[CH:3]=[C:4]([C:8]2[C:13]([O:14][CH3:15])=[CH:12][CH:11]=[C:10]([CH2:16][C:18]3[CH:23]=[CH:22][C:21]([N:24]4[CH:28]=[N:27][N:26]=[N:25]4)=[CH:20][CH:19]=3)[C:9]=2[F:29])[CH:5]=[CH:6][CH:7]=1. The yield is 0.810. (2) The reactants are [ClH:1].[CH3:2][O:3][C:4]1[CH:5]=[C:6]2[C:11](=[CH:12][CH:13]=1)[CH:10]=[N+:9]([O-])[CH:8]=[CH:7]2. The catalyst is O=P(Cl)(Cl)Cl. The product is [Cl:1][C:10]1[C:11]2[C:6](=[CH:5][C:4]([O:3][CH3:2])=[CH:13][CH:12]=2)[CH:7]=[CH:8][N:9]=1. The yield is 0.560. (3) The reactants are [CH3:1][O:2][C:3]1[CH:4]=[C:5]([CH:11]=[C:12]([O:16][CH3:17])[C:13]=1[O:14][CH3:15])[CH:6]=[CH:7][C:8]([OH:10])=O.S(Cl)(Cl)=O.[NH2:22][CH:23]([C:31]1[CH:39]=[CH:38][C:34]([C:35]([OH:37])=[O:36])=[CH:33][CH:32]=1)CC1C=CC=CC=1.[OH-].[Na+]. The catalyst is ClCCl. The product is [CH3:17][O:16][C:12]1[CH:11]=[C:5]([CH:4]=[C:3]([O:2][CH3:1])[C:13]=1[O:14][CH3:15])[CH:6]=[CH:7][C:8]([NH:22][CH2:23][C:31]1[CH:32]=[CH:33][C:34]([C:35]([OH:37])=[O:36])=[CH:38][CH:39]=1)=[O:10]. The yield is 0.912. (4) The reactants are [Cl:1][C:2]1[CH:18]=[CH:17][C:5]([CH2:6][O:7][C:8]2[C:9]([OH:16])=[C:10]([CH:13]=[CH:14][CH:15]=2)[CH:11]=[O:12])=[C:4]([F:19])[CH:3]=1.[F:20][CH2:21][CH2:22]O.C1(P(C2C=CC=CC=2)C2C=CC=CC=2)C=CC=CC=1.N(C(OC(C)C)=O)=NC(OC(C)C)=O. The catalyst is O1CCCC1.O.C(OCC)(=O)C. The product is [Cl:1][C:2]1[CH:18]=[CH:17][C:5]([CH2:6][O:7][C:8]2[C:9]([O:16][CH2:22][CH2:21][F:20])=[C:10]([CH:13]=[CH:14][CH:15]=2)[CH:11]=[O:12])=[C:4]([F:19])[CH:3]=1. The yield is 0.540. (5) The reactants are [N:1]1([CH2:6][CH2:7][NH:8][CH:9]2[C:18]3[N:17]=[CH:16][CH:15]=[CH:14][C:13]=3[CH2:12][CH2:11][CH2:10]2)[CH:5]=[CH:4][N:3]=[CH:2]1.[C:19]([O:23][C:24]([N:26]1[C:30]2[CH:31]=[CH:32][CH:33]=[CH:34][C:29]=2[N:28]=[C:27]1[CH2:35]Cl)=[O:25])([CH3:22])([CH3:21])[CH3:20].[I-].[K+].C(N(CC)C(C)C)(C)C.C([O-])(O)=O.[Na+]. The catalyst is C(#N)C. The product is [C:19]([O:23][C:24]([N:26]1[C:30]2[CH:31]=[CH:32][CH:33]=[CH:34][C:29]=2[N:28]=[C:27]1[CH2:35][N:8]([CH2:7][CH2:6][N:1]1[CH:5]=[CH:4][N:3]=[CH:2]1)[CH:9]1[C:18]2[N:17]=[CH:16][CH:15]=[CH:14][C:13]=2[CH2:12][CH2:11][CH2:10]1)=[O:25])([CH3:22])([CH3:21])[CH3:20]. The yield is 0.120.